This data is from Retrosynthesis with 50K atom-mapped reactions and 10 reaction types from USPTO. The task is: Predict the reactants needed to synthesize the given product. (1) Given the product CC(CCc1c[nH]c2ccc(F)cc12)NC1COc2c(F)ccc(C(N)=O)c2C1, predict the reactants needed to synthesize it. The reactants are: CC(=O)CCc1c[nH]c2ccc(F)cc12.NC(=O)c1ccc(F)c2c1CC(N)CO2. (2) The reactants are: CCC(O)C(C)C1OC1CC(C)/C=C/C=C(\C)C1OC(=O)CC(O[Si](CC)(CC)CC)CCC(C)(O)C(OC(C)=O)C=CC1C.O=C(Cl)c1ccccc1. Given the product CCC(OC(=O)c1ccccc1)C(C)C1OC1CC(C)/C=C/C=C(\C)C1OC(=O)CC(O[Si](CC)(CC)CC)CCC(C)(O)C(OC(C)=O)C=CC1C, predict the reactants needed to synthesize it. (3) Given the product O=C(O)C(F)(F)F, predict the reactants needed to synthesize it. The reactants are: CC(C)(C)OC(=O)N1CCOC(CO)C1. (4) Given the product CCC(CC)NC(=O)c1ccc(-c2cc(C(=O)NC3CC3)cc(F)c2C)[n+]([O-])c1, predict the reactants needed to synthesize it. The reactants are: CCC(CC)NC(=O)c1ccc(-c2cc(C(=O)NC3CC3)cc(F)c2C)nc1.O=C(OO)c1cccc(Cl)c1. (5) Given the product c1ccc(COc2ccc(OCC3CO3)cc2OCc2ccccc2)cc1, predict the reactants needed to synthesize it. The reactants are: ClCC1CO1.Oc1ccc(OCc2ccccc2)c(OCc2ccccc2)c1. (6) Given the product CC=C(c1cc(OC)cc(OC)c1)c1ccc(OC)c(N)c1, predict the reactants needed to synthesize it. The reactants are: CC=C(c1cc(OC)cc(OC)c1)c1ccc(OC)c([N+](=O)[O-])c1. (7) Given the product CC1(C)CN(c2cnc(N3CCOCC3)c([N+](=O)[O-])c2)CCO1, predict the reactants needed to synthesize it. The reactants are: CC1(C)CNCCO1.O=[N+]([O-])c1cc(Cl)cnc1N1CCOCC1.